Dataset: Peptide-MHC class I binding affinity with 185,985 pairs from IEDB/IMGT. Task: Regression. Given a peptide amino acid sequence and an MHC pseudo amino acid sequence, predict their binding affinity value. This is MHC class I binding data. The peptide sequence is AENTNTSKS. The MHC is HLA-A02:01 with pseudo-sequence HLA-A02:01. The binding affinity (normalized) is 0.